Dataset: Full USPTO retrosynthesis dataset with 1.9M reactions from patents (1976-2016). Task: Predict the reactants needed to synthesize the given product. (1) Given the product [CH:21]1([C:24]2[CH:31]=[CH:30][CH:29]=[CH:28][C:25]=2[CH2:26][N:8]2[CH2:9][C:5]3[C:4]([NH:10][C:11]4[CH:12]=[N:13][C:14]5[C:19]([CH:20]=4)=[CH:18][CH:17]=[CH:16][CH:15]=5)=[N:3][CH:2]=[N:1][C:6]=3[CH2:7]2)[CH2:23][CH2:22]1, predict the reactants needed to synthesize it. The reactants are: [N:1]1[C:6]2[CH2:7][NH:8][CH2:9][C:5]=2[C:4]([NH:10][C:11]2[CH:12]=[N:13][C:14]3[C:19]([CH:20]=2)=[CH:18][CH:17]=[CH:16][CH:15]=3)=[N:3][CH:2]=1.[CH:21]1([C:24]2[CH:31]=[CH:30][CH:29]=[CH:28][C:25]=2[CH:26]=O)[CH2:23][CH2:22]1.ClCCCl.CO.C(O[BH-](OC(=O)C)OC(=O)C)(=O)C.[Na+]. (2) The reactants are: [Cl:1][C:2]1[CH:7]=[CH:6][C:5]([C@H:8]([NH:12][S@](C(C)(C)C)=O)[CH:9]([CH3:11])[CH3:10])=[CH:4][C:3]=1[CH3:19]. Given the product [Cl:1][C:2]1[CH:7]=[CH:6][C:5]([C@H:8]([NH2:12])[CH:9]([CH3:10])[CH3:11])=[CH:4][C:3]=1[CH3:19], predict the reactants needed to synthesize it. (3) Given the product [ClH:59].[CH3:45][O:44][C:42](=[O:43])[CH2:41][NH:40][C:22]([C:21]1[N:20]=[C:19]([C:25]([F:26])([F:27])[F:28])[N:16]2[CH2:17][CH2:18][N:13]([C:11](=[O:12])[CH2:10][C@H:9]([NH2:8])[CH2:29][C:30]3[CH:35]=[C:34]([F:36])[C:33]([F:37])=[CH:32][C:31]=3[F:38])[CH2:14][C:15]=12)=[O:24].[CH3:45][O:44][C:42](=[O:43])[CH2:41][NH:40][C:22]([C:21]1[N:20]=[C:19]([C:25]([F:27])([F:28])[F:26])[N:16]2[CH2:17][CH2:18][N:13]([C:11](=[O:12])[CH2:10][C@H:9]([NH:8][C:6]([O:5][C:1]([CH3:2])([CH3:3])[CH3:4])=[O:7])[CH2:29][C:30]3[CH:35]=[C:34]([F:36])[C:33]([F:37])=[CH:32][C:31]=3[F:38])[CH2:14][C:15]=12)=[O:23], predict the reactants needed to synthesize it. The reactants are: [C:1]([O:5][C:6]([NH:8][C@H:9]([CH2:29][C:30]1[CH:35]=[C:34]([F:36])[C:33]([F:37])=[CH:32][C:31]=1[F:38])[CH2:10][C:11]([N:13]1[CH2:18][CH2:17][N:16]2[C:19]([C:25]([F:28])([F:27])[F:26])=[N:20][C:21]([C:22]([OH:24])=[O:23])=[C:15]2[CH2:14]1)=[O:12])=[O:7])([CH3:4])([CH3:3])[CH3:2].Cl.[NH2:40][CH2:41][C:42]([O:44][CH3:45])=[O:43].C(N(CC)CC)C.O=C1N([ClH:59]P([ClH]N2CCOC2=O)=O)CCO1. (4) Given the product [NH2:1][C:2]1[C:10]([Cl:11])=[C:9]([CH:12]=[O:13])[C:8]([C:14]([F:17])([F:16])[F:15])=[CH:7][C:3]=1[C:4]([NH:37][CH2:36][C:34]1[CH:35]=[C:30]([Cl:29])[CH:31]=[CH:32][C:33]=1[S:38]([CH2:41][CH3:42])(=[O:40])=[O:39])=[O:6], predict the reactants needed to synthesize it. The reactants are: [NH2:1][C:2]1[C:10]([Cl:11])=[C:9]([CH:12]=[O:13])[C:8]([C:14]([F:17])([F:16])[F:15])=[CH:7][C:3]=1[C:4]([OH:6])=O.C1C=CC2N(O)N=NC=2C=1.Cl.[Cl:29][C:30]1[CH:31]=[CH:32][C:33]([S:38]([CH2:41][CH3:42])(=[O:40])=[O:39])=[C:34]([CH2:36][NH2:37])[CH:35]=1.CCN(C(C)C)C(C)C.Cl.[OH-].[Na+]. (5) Given the product [CH:13]([Si:12]([CH:19]([CH3:21])[CH3:20])([CH:16]([CH3:18])[CH3:17])[O:3][CH2:2][CH2:1][OH:4])([CH3:15])[CH3:14], predict the reactants needed to synthesize it. The reactants are: [CH2:1]([OH:4])[CH2:2][OH:3].N1C=CC=CC=1.Cl[Si:12]([CH:19]([CH3:21])[CH3:20])([CH:16]([CH3:18])[CH3:17])[CH:13]([CH3:15])[CH3:14].